From a dataset of Catalyst prediction with 721,799 reactions and 888 catalyst types from USPTO. Predict which catalyst facilitates the given reaction. (1) Product: [CH2:20]([O:19][C:16]1[CH:17]=[CH:18][C:13]([NH:12][C:9](=[O:11])[CH2:8][NH:7][C:1]2[CH:2]=[CH:3][CH:4]=[CH:5][CH:6]=2)=[C:14]([NH:22][CH2:23][CH:24]([CH3:25])[CH3:26])[CH:15]=1)[CH3:21]. The catalyst class is: 1. Reactant: [C:1]1([NH:7][CH2:8][C:9]([OH:11])=O)[CH:6]=[CH:5][CH:4]=[CH:3][CH:2]=1.[NH2:12][C:13]1[CH:18]=[CH:17][C:16]([O:19][CH2:20][CH3:21])=[CH:15][C:14]=1[NH:22][CH2:23][CH:24]([CH3:26])[CH3:25]. (2) Reactant: [Br:1][C:2]1[CH:9]=[CH:8][C:5]([CH:6]=[O:7])=[C:4]([F:10])[CH:3]=1.[BH4-].[Na+]. Product: [Br:1][C:2]1[CH:9]=[CH:8][C:5]([CH2:6][OH:7])=[C:4]([F:10])[CH:3]=1. The catalyst class is: 5. (3) Reactant: [CH2:1]([O:3][C:4](=[O:17])[C:5]([O:8][C:9]1[CH:14]=[CH:13][C:12]([OH:15])=[CH:11][C:10]=1[CH3:16])([CH3:7])[CH3:6])[CH3:2].Cl[CH2:19][C:20]1[C:21]([CH2:36][O:37][CH3:38])=[N:22][C:23]([C:26]2[CH:31]=[CH:30][C:29]([C:32]([F:35])([F:34])[F:33])=[CH:28][CH:27]=2)=[CH:24][CH:25]=1.C([O-])([O-])=O.[Cs+].[Cs+]. Product: [CH2:1]([O:3][C:4](=[O:17])[C:5]([O:8][C:9]1[CH:14]=[CH:13][C:12]([O:15][CH2:19][C:20]2[C:21]([CH2:36][O:37][CH3:38])=[N:22][C:23]([C:26]3[CH:27]=[CH:28][C:29]([C:32]([F:35])([F:33])[F:34])=[CH:30][CH:31]=3)=[CH:24][CH:25]=2)=[CH:11][C:10]=1[CH3:16])([CH3:6])[CH3:7])[CH3:2]. The catalyst class is: 10. (4) Product: [CH2:21]([N:15]1[CH2:16][CH2:17][C@@:12]2([N:8]([C:4]3[CH:5]=[CH:6][CH:7]=[C:2]([F:1])[CH:3]=3)[C:9](=[O:20])[NH:10][C:11]2=[O:19])[CH2:13][C@@H:14]1[CH3:18])[C:22]1[CH:27]=[CH:26][CH:25]=[CH:24][CH:23]=1. Reactant: [F:1][C:2]1[CH:3]=[C:4]([N:8]2[C@@:12]3([CH2:17][CH2:16][NH:15][C@@H:14]([CH3:18])[CH2:13]3)[C:11](=[O:19])[NH:10][C:9]2=[O:20])[CH:5]=[CH:6][CH:7]=1.[CH2:21](Cl)[C:22]1[CH:27]=[CH:26][CH:25]=[CH:24][CH:23]=1.C(N(CC)CC)C. The catalyst class is: 16. (5) Reactant: Cl.Cl.[NH2:3][C:4]1[CH:9]=[CH:8][N:7]=[C:6](/[CH:10]=[CH:11]\[C:12]2[CH:13]=[C:14]([NH:18][C:19]3[C:24]([Cl:25])=[CH:23][N:22]=[C:21](Cl)[N:20]=3)[CH:15]=[CH:16][CH:17]=2)[CH:5]=1.C(N(CC)CC)C.CC1(C)C2C=CC=C(P(C3C=CC=CC=3)C3C=CC=CC=3)C=2OC2C1=CC=CC=2P(C1C=CC=CC=1)C1C=CC=CC=1.C(=O)([O-])[O-].[Cs+].[Cs+]. Product: [Cl:25][C:24]1[CH:23]=[N:22][C:21]2[NH:3][C:4]3[CH:9]=[CH:8][N:7]=[C:6]([CH:5]=3)[CH:10]=[CH:11][C:12]3[CH:13]=[C:14]([NH:18][C:19]=1[N:20]=2)[CH:15]=[CH:16][CH:17]=3. The catalyst class is: 160. (6) Reactant: [N+:1]([C:4]1[CH:9]=[CH:8][CH:7]=[CH:6][C:5]=1[S:10]([N@:13]1[CH2:15][CH:14]1[C@H:16]1[O:20][C:19](=[O:21])[C@H:18]([CH2:22][CH2:23][CH3:24])[CH2:17]1)(=[O:12])=[O:11])([O-:3])=[O:2].[Cl:25][C:26]1[CH:31]=[CH:30][CH:29]=[CH:28][C:27]=1[N:32]1[CH2:37][C:36]([CH3:39])([CH3:38])[NH:35][CH2:34][C:33]1=[O:40]. Product: [Cl:25][C:26]1[CH:31]=[CH:30][CH:29]=[CH:28][C:27]=1[N:32]1[C:33](=[O:40])[CH2:34][N:35]([CH2:15][C@H:14]([NH:13][S:10]([C:5]2[CH:6]=[CH:7][CH:8]=[CH:9][C:4]=2[N+:1]([O-:3])=[O:2])(=[O:12])=[O:11])[C@@H:16]2[CH2:17][C@@H:18]([CH2:22][CH2:23][CH3:24])[C:19](=[O:21])[O:20]2)[C:36]([CH3:39])([CH3:38])[CH2:37]1. The catalyst class is: 11. (7) Reactant: Cl[C:2]1[C:7]([Cl:8])=[CH:6][CH:5]=[CH:4][N:3]=1.[F:9][C:10]1([F:16])[CH2:13][CH:12]([C:14]#[N:15])[CH2:11]1.C1(C)C=CC=CC=1.C[Si](C)(C)[N-][Si](C)(C)C.[Na+]. Product: [Cl:8][C:7]1[C:2]([C:12]2([C:14]#[N:15])[CH2:13][C:10]([F:16])([F:9])[CH2:11]2)=[N:3][CH:4]=[CH:5][CH:6]=1. The catalyst class is: 161. (8) Reactant: [O-]CC.[Na+].[CH2:5]([N:12]([CH2:35][C:36]1[CH:41]=[CH:40][CH:39]=[CH:38][CH:37]=1)[C@@H:13]([C@@H:23]([OH:34])[C:24]1[CH:29]=[CH:28][C:27]([C:30]([F:33])([F:32])[F:31])=[CH:26][CH:25]=1)[CH2:14][CH2:15]/[CH:16]=[CH:17]/[C:18]([O:20][CH2:21][CH3:22])=[O:19])[C:6]1[CH:11]=[CH:10][CH:9]=[CH:8][CH:7]=1.OS(O)(=O)=O.C([O-])(O)=O.[Na+]. Product: [CH2:5]([N:12]([CH2:35][C:36]1[CH:41]=[CH:40][CH:39]=[CH:38][CH:37]=1)[C@H:13]1[C@H:23]([C:24]2[CH:25]=[CH:26][C:27]([C:30]([F:31])([F:33])[F:32])=[CH:28][CH:29]=2)[O:34][C@H:16]([CH2:17][C:18]([O:20][CH2:21][CH3:22])=[O:19])[CH2:15][CH2:14]1)[C:6]1[CH:11]=[CH:10][CH:9]=[CH:8][CH:7]=1. The catalyst class is: 14. (9) Reactant: [Br:1][C:2]1[CH:3]=[C:4]2[C:8](=[CH:9][CH:10]=1)[N:7]([CH2:11][CH2:12][CH2:13][OH:14])[N:6]=[CH:5]2.N1C=CN=C1.[Si:20](Cl)([C:33]([CH3:36])([CH3:35])[CH3:34])([C:27]1[CH:32]=[CH:31][CH:30]=[CH:29][CH:28]=1)[C:21]1[CH:26]=[CH:25][CH:24]=[CH:23][CH:22]=1. Product: [Br:1][C:2]1[CH:3]=[C:4]2[C:8](=[CH:9][CH:10]=1)[N:7]([CH2:11][CH2:12][CH2:13][O:14][Si:20]([C:33]([CH3:36])([CH3:35])[CH3:34])([C:27]1[CH:28]=[CH:29][CH:30]=[CH:31][CH:32]=1)[C:21]1[CH:26]=[CH:25][CH:24]=[CH:23][CH:22]=1)[N:6]=[CH:5]2. The catalyst class is: 158. (10) Reactant: C=O.[CH:3](O)=O.[C:6]([O:14][CH2:15][CH:16]1[CH:20]2[CH2:21][CH2:22][CH:17]1[NH:18][CH2:19]2)(=[O:13])[C:7]1[CH:12]=[CH:11][CH:10]=[CH:9][CH:8]=1. Product: [C:6]([O:14][CH2:15][CH:16]1[CH:20]2[CH2:21][CH2:22][CH:17]1[N:18]([CH3:3])[CH2:19]2)(=[O:13])[C:7]1[CH:8]=[CH:9][CH:10]=[CH:11][CH:12]=1. The catalyst class is: 22.